Dataset: TCR-epitope binding with 47,182 pairs between 192 epitopes and 23,139 TCRs. Task: Binary Classification. Given a T-cell receptor sequence (or CDR3 region) and an epitope sequence, predict whether binding occurs between them. (1) The epitope is RAKFKQLL. The TCR CDR3 sequence is CASSLWRALEQYF. Result: 1 (the TCR binds to the epitope). (2) The epitope is KAFSPEVIPMF. The TCR CDR3 sequence is CASSLGRGQETQYF. Result: 1 (the TCR binds to the epitope). (3) The epitope is EEHVQIHTI. The TCR CDR3 sequence is CASSELTGVKDTQYF. Result: 0 (the TCR does not bind to the epitope). (4) The TCR CDR3 sequence is CASSQGQDLQETQYF. The epitope is FPPTSFGPL. Result: 1 (the TCR binds to the epitope). (5) The epitope is FIAGLIAIV. The TCR CDR3 sequence is CASSSQGYNEQFF. Result: 1 (the TCR binds to the epitope). (6) The epitope is VTEHDTLLY. The TCR CDR3 sequence is CAISGVSGVPDTQYF. Result: 0 (the TCR does not bind to the epitope). (7) The epitope is YIFFASFYY. The TCR CDR3 sequence is CASSQEAGLYNEQFF. Result: 1 (the TCR binds to the epitope).